Regression. Given a peptide amino acid sequence and an MHC pseudo amino acid sequence, predict their binding affinity value. This is MHC class II binding data. From a dataset of Peptide-MHC class II binding affinity with 134,281 pairs from IEDB. The peptide sequence is ATFEAMYLGTCKTLT. The MHC is HLA-DPA10301-DPB10402 with pseudo-sequence HLA-DPA10301-DPB10402. The binding affinity (normalized) is 0.415.